Dataset: Forward reaction prediction with 1.9M reactions from USPTO patents (1976-2016). Task: Predict the product of the given reaction. (1) Given the reactants Cl.[Cl:2][C:3]1[CH:4]=[C:5]2[C:10](=[CH:11][CH:12]=1)[CH:9]=[C:8]([S:13]([N:16]1[CH2:21][CH2:20][N:19]([CH2:22][CH:23]3[CH2:28][CH2:27][NH:26][CH2:25][CH2:24]3)[C:18](=[O:29])[CH2:17]1)(=[O:15])=[O:14])[CH:7]=[CH:6]2.S(O)(O)(=O)=O.CS[C:37](=[NH:39])[NH2:38].CSC(=N)N.C(N(CC)CC)C.O, predict the reaction product. The product is: [ClH:2].[C:37]([N:26]1[CH2:27][CH2:28][CH:23]([CH2:22][N:19]2[CH2:20][CH2:21][N:16]([S:13]([C:8]3[CH:7]=[CH:6][C:5]4[C:10](=[CH:11][CH:12]=[C:3]([Cl:2])[CH:4]=4)[CH:9]=3)(=[O:15])=[O:14])[CH2:17][C:18]2=[O:29])[CH2:24][CH2:25]1)(=[NH:38])[NH2:39]. (2) Given the reactants Cl[C:2]1[N:7]=[C:6]([O:8][C:9]2[CH:10]=[C:11]3[C:15](=[CH:16][CH:17]=2)[NH:14][C:13]([CH3:18])=[CH:12]3)[CH:5]=[CH:4][N:3]=1.[NH2:19][C:20]1[CH:21]=[C:22]([CH2:26][S:27]([NH:30][CH2:31][CH2:32][N:33]([CH3:35])[CH3:34])(=[O:29])=[O:28])[CH:23]=[CH:24][CH:25]=1, predict the reaction product. The product is: [CH3:34][N:33]([CH3:35])[CH2:32][CH2:31][NH:30][S:27]([CH2:26][C:22]1[CH:23]=[CH:24][CH:25]=[C:20]([NH:19][C:2]2[N:7]=[C:6]([O:8][C:9]3[CH:10]=[C:11]4[C:15](=[CH:16][CH:17]=3)[NH:14][C:13]([CH3:18])=[CH:12]4)[CH:5]=[CH:4][N:3]=2)[CH:21]=1)(=[O:29])=[O:28]. (3) Given the reactants [Cl:1][C:2]1[CH:7]=[CH:6][C:5]([C:8]2[CH:13]=[N:12][N:11]3[C:14](=[O:17])[NH:15][N:16]=[C:10]3[C:9]=2[C:18]2[CH:23]=[CH:22][C:21]([Cl:24])=[CH:20][CH:19]=2)=[CH:4][CH:3]=1.[C:25]([O:28][C:29]1[CH:34]=[CH:33][CH:32]=[CH:31][C:30]=1[CH2:35]Cl)(=[O:27])[CH3:26].C([O-])([O-])=O.[K+].[K+], predict the reaction product. The product is: [C:25]([O:28][C:29]1[CH:34]=[CH:33][CH:32]=[CH:31][C:30]=1[CH2:35][N:15]1[C:14](=[O:17])[N:11]2[N:12]=[CH:13][C:8]([C:5]3[CH:6]=[CH:7][C:2]([Cl:1])=[CH:3][CH:4]=3)=[C:9]([C:18]3[CH:23]=[CH:22][C:21]([Cl:24])=[CH:20][CH:19]=3)[C:10]2=[N:16]1)(=[O:27])[CH3:26]. (4) Given the reactants [NH2:1][CH:2]1[CH2:7][CH2:6][N:5]([CH2:8][C@H:9]2[N:19]3[C:20]4[N:11]([C:12](=[O:23])[CH:13]=[C:14]([CH3:22])[C:15]=4[CH:16]=[CH:17][C:18]3=[O:21])[CH2:10]2)[CH2:4][CH2:3]1.C(N(CC)CC)C.[O:31]1[C:40]2[CH:39]=[C:38]([CH:41]=O)[N:37]=[CH:36][C:35]=2[O:34][CH2:33][CH2:32]1.C(O[BH-](OC(=O)C)OC(=O)C)(=O)C.[Na+].C([O-])(O)=O.[Na+].C(Cl)(Cl)[Cl:63], predict the reaction product. The product is: [ClH:63].[O:31]1[C:40]2[CH:39]=[C:38]([CH2:41][NH:1][CH:2]3[CH2:3][CH2:4][N:5]([CH2:8][C@H:9]4[N:19]5[C:20]6[N:11]([C:12](=[O:23])[CH:13]=[C:14]([CH3:22])[C:15]=6[CH:16]=[CH:17][C:18]5=[O:21])[CH2:10]4)[CH2:6][CH2:7]3)[N:37]=[CH:36][C:35]=2[O:34][CH2:33][CH2:32]1. (5) Given the reactants [C:1]1([C:9]2[CH:14]=[CH:13][CH:12]=[CH:11][CH:10]=2)[C:2](C=O)=[CH:3][CH:4]=[CH:5][CH:6]=1.[CH3:15]N.C(O)C.[BH3-][C:21]#[N:22].[Na+], predict the reaction product. The product is: [CH3:15][NH:22][CH2:21][C:13]1[CH:14]=[C:9]([C:1]2[CH:6]=[CH:5][CH:4]=[CH:3][CH:2]=2)[CH:10]=[CH:11][CH:12]=1. (6) Given the reactants [CH3:1][N:2]1[CH:6]=[CH:5][N:4]=[C:3]1[CH2:7][N:8]([CH2:16][C:17]1[CH:25]=[CH:24][C:20]([C:21]([OH:23])=O)=[CH:19][CH:18]=1)[CH2:9][C:10]1[N:11]([CH3:15])[CH:12]=[CH:13][N:14]=1.C1CCC(N=[C:33]=[N:34][CH:35]2[CH2:40][CH2:39]CCC2)CC1.C1[CH:42]=[CH:43][C:44]2N(O)N=[N:47][C:45]=2C=1.[C:51](OC(=O)NCCCCN)(C)(C)[CH3:52], predict the reaction product. The product is: [CH3:1][N:2]1[CH:6]=[CH:5][N:4]=[C:3]1[CH2:7][N:8]([CH2:16][C:17]1[CH:25]=[CH:24][C:20]([C:21]([NH:47][CH2:45][CH2:44][CH2:43][CH2:42][N:34]([CH2:33][CH2:51][CH3:52])[CH2:35][CH2:40][CH3:39])=[O:23])=[CH:19][CH:18]=1)[CH2:9][C:10]1[N:11]([CH3:15])[CH:12]=[CH:13][N:14]=1. (7) Given the reactants CN[C@H:3]1CC2C(=CC=CC=2)[C@H:4]1[OH:12].N([OH:15])N.[C:16]([OH:23])(=[O:22])/[CH:17]=[CH:18]\[C:19]([OH:21])=[O:20], predict the reaction product. The product is: [CH2:4]([OH:12])[CH2:3][O:20][C:19]([CH2:18][CH:17]([OH:15])[C:16]([OH:23])=[O:22])=[O:21].